From a dataset of Catalyst prediction with 721,799 reactions and 888 catalyst types from USPTO. Predict which catalyst facilitates the given reaction. (1) Reactant: [F:1][CH:2]([F:11])[O:3][C:4]1[N:9]=[CH:8][C:7]([NH2:10])=[CH:6][CH:5]=1.[Br:12]N1C(=O)CCC1=O.O. Product: [Br:12][C:8]1[C:7]([NH2:10])=[CH:6][CH:5]=[C:4]([O:3][CH:2]([F:1])[F:11])[N:9]=1. The catalyst class is: 10. (2) Reactant: [F:1][C:2]1[CH:7]=[CH:6][CH:5]=[CH:4][C:3]=1[C:8]1[C:17]2[C:12](=[CH:13][CH:14]=[C:15]([OH:18])[CH:16]=2)[C:11](=[O:19])[N:10]([CH2:20][CH:21]([CH3:23])[CH3:22])[C:9]=1[CH2:24][NH:25][C:26](=[O:32])[O:27][C:28]([CH3:31])([CH3:30])[CH3:29].[H-].[Na+].C1C=CC(N([S:42]([C:45]([F:48])([F:47])[F:46])(=[O:44])=[O:43])[S:42]([C:45]([F:48])([F:47])[F:46])(=[O:44])=[O:43])=CC=1.O. The catalyst class is: 9. Product: [F:1][C:2]1[CH:7]=[CH:6][CH:5]=[CH:4][C:3]=1[C:8]1[C:17]2[C:12](=[CH:13][CH:14]=[C:15]([O:18][S:42]([C:45]([F:48])([F:47])[F:46])(=[O:44])=[O:43])[CH:16]=2)[C:11](=[O:19])[N:10]([CH2:20][CH:21]([CH3:23])[CH3:22])[C:9]=1[CH2:24][NH:25][C:26](=[O:32])[O:27][C:28]([CH3:30])([CH3:29])[CH3:31]. (3) Reactant: [Cl:1][C:2]1[N:7]=[CH:6][C:5]2[N:8]=[C:9]([CH2:17][O:18]C(=O)C)[N:10]([C@@H:11]([CH3:16])[C:12]([F:15])([F:14])[F:13])[C:4]=2[CH:3]=1. Product: [Cl:1][C:2]1[N:7]=[CH:6][C:5]2[N:8]=[C:9]([CH2:17][OH:18])[N:10]([C@@H:11]([CH3:16])[C:12]([F:13])([F:14])[F:15])[C:4]=2[CH:3]=1. The catalyst class is: 5. (4) Reactant: [H-].[H-].[H-].[H-].[Li+].[Al+3].[CH2:7]([N:14]1[CH2:17][C:16]([C:23](OCC)=[O:24])([C:18](OCC)=[O:19])[CH2:15]1)[C:8]1[CH:13]=[CH:12][CH:11]=[CH:10][CH:9]=1. Product: [NH3:14].[CH2:7]([N:14]1[CH2:17][C:16]([CH2:18][OH:19])([CH2:23][OH:24])[CH2:15]1)[C:8]1[CH:9]=[CH:10][CH:11]=[CH:12][CH:13]=1. The catalyst class is: 1.